Dataset: Forward reaction prediction with 1.9M reactions from USPTO patents (1976-2016). Task: Predict the product of the given reaction. (1) The product is: [B:8]([C:7]1[CH:6]=[CH:5][C:4]([N:17]([C:22]2[C:40]([CH:41]3[CH2:42][CH2:43]3)=[CH:39][C:25]3[C:26]([C:36]([OH:38])=[O:37])=[C:27]([C:29]4[CH:30]=[CH:31][C:32]([Cl:35])=[CH:33][CH:34]=4)[O:28][C:24]=3[CH:23]=2)[S:18]([CH3:21])(=[O:20])=[O:19])=[CH:3][C:2]=1[Cl:1])([OH:9])[OH:12]. Given the reactants [Cl:1][C:2]1[CH:3]=[C:4]([N:17]([C:22]2[C:40]([CH:41]3[CH2:43][CH2:42]3)=[CH:39][C:25]3[C:26]([C:36]([OH:38])=[O:37])=[C:27]([C:29]4[CH:34]=[CH:33][C:32]([Cl:35])=[CH:31][CH:30]=4)[O:28][C:24]=3[CH:23]=2)[S:18]([CH3:21])(=[O:20])=[O:19])[CH:5]=[CH:6][C:7]=1[B:8]1[O:12]C(C)(C)C(C)(C)[O:9]1.I([O-])(=O)(=O)=O.[Na+].Cl.O, predict the reaction product. (2) Given the reactants Br[C:2]1[CH:3]=[C:4]([C:8]2[C:22]([C:23]3[CH:28]=[CH:27][N:26]=[C:25]([NH:29][CH:30]4[CH2:34][CH2:33][CH2:32][CH2:31]4)[N:24]=3)=[C:11]3[CH:12]=[CH:13][CH:14]=[C:15]([NH:16][CH:17]4[CH2:21][CH2:20][CH2:19][CH2:18]4)[N:10]3[N:9]=2)[CH:5]=[CH:6][CH:7]=1.C(OCC)(=O)C.[CH3:41][N:42](C)C=O, predict the reaction product. The product is: [CH:17]1([NH:16][C:15]2[N:10]3[N:9]=[C:8]([C:4]4[CH:3]=[C:2]([CH:7]=[CH:6][CH:5]=4)[C:41]#[N:42])[C:22]([C:23]4[CH:28]=[CH:27][N:26]=[C:25]([NH:29][CH:30]5[CH2:34][CH2:33][CH2:32][CH2:31]5)[N:24]=4)=[C:11]3[CH:12]=[CH:13][CH:14]=2)[CH2:21][CH2:20][CH2:19][CH2:18]1. (3) Given the reactants Cl[C:2]1[C:7]([C:8]([F:11])([F:10])[F:9])=[CH:6][N:5]=[C:4]([NH:12][C:13]2[CH:18]=[CH:17][C:16]([CH:19]3[CH2:24][CH2:23][N:22]([C:25]([O:27][C:28]([CH3:31])([CH3:30])[CH3:29])=[O:26])[CH2:21][CH2:20]3)=[CH:15][CH:14]=2)[N:3]=1.F[B-](F)(F)F.[C:37]([C:39]1[CH:44]=[C:43]([C:45]([F:48])([F:47])[F:46])[CH:42]=[CH:41][C:40]=1[CH2:49][C:50]([O:52][CH3:53])=[O:51])#[CH:38].CN(C=O)C, predict the reaction product. The product is: [CH3:53][O:52][C:50](=[O:51])[CH2:49][C:40]1[CH:41]=[CH:42][C:43]([C:45]([F:47])([F:46])[F:48])=[CH:44][C:39]=1[C:37]#[C:38][C:2]1[C:7]([C:8]([F:11])([F:10])[F:9])=[CH:6][N:5]=[C:4]([NH:12][C:13]2[CH:18]=[CH:17][C:16]([CH:19]3[CH2:24][CH2:23][N:22]([C:25]([O:27][C:28]([CH3:31])([CH3:30])[CH3:29])=[O:26])[CH2:21][CH2:20]3)=[CH:15][CH:14]=2)[N:3]=1. (4) Given the reactants [Cl:1][C:2]1[C:10]2[N:9]=[C:8]3[N:11]([C:15]4[C:16]([CH3:23])=[N:17][C:18]([O:21]C)=[CH:19][CH:20]=4)[CH2:12][CH2:13][CH2:14][N:7]3[C:6]=2[C:5]([CH:24]([O:29][CH:30]([F:32])[F:31])[C:25]([F:28])([F:27])[F:26])=[CH:4][CH:3]=1.[I-].[Na+].C[Si](Cl)(C)C, predict the reaction product. The product is: [Cl:1][C:2]1[C:10]2[N:9]=[C:8]3[N:11]([C:15]4[CH:20]=[CH:19][C:18]([OH:21])=[N:17][C:16]=4[CH3:23])[CH2:12][CH2:13][CH2:14][N:7]3[C:6]=2[C:5]([CH:24]([O:29][CH:30]([F:31])[F:32])[C:25]([F:28])([F:27])[F:26])=[CH:4][CH:3]=1. (5) Given the reactants [F:1][C:2]([F:23])([F:22])[C:3]1[CH:17]=[C:16]([C:18]([F:21])([F:20])[F:19])[CH:15]=[CH:14][C:4]=1[CH2:5][N:6]1[CH2:11][CH2:10][CH:9]([CH:12]=O)[CH2:8][CH2:7]1.[CH3:24][CH:25]([NH:28][C:29]1[CH2:33][S:32][C:31](=[O:34])[N:30]=1)[C:26]#[CH:27].C([O-])(=O)C.[NH2+]1CCCCC1, predict the reaction product. The product is: [F:23][C:2]([F:1])([F:22])[C:3]1[CH:17]=[C:16]([C:18]([F:21])([F:20])[F:19])[CH:15]=[CH:14][C:4]=1[CH2:5][N:6]1[CH2:11][CH2:10][CH:9](/[CH:12]=[C:33]2/[C:29]([NH:28][CH:25]([CH3:24])[C:26]#[CH:27])=[N:30][C:31](=[O:34])[S:32]/2)[CH2:8][CH2:7]1. (6) The product is: [CH:1]1([N:7]2[C:12]([OH:13])=[C:11]([C:14]([NH:16][CH2:17][C:18]([OH:20])=[O:19])=[O:15])[C:10](=[O:23])[N:9]([CH2:35][C:34]3[CH:37]=[CH:38][C:39]([F:40])=[C:32]([F:31])[CH:33]=3)[C:8]2=[O:24])[CH2:2][CH2:3][CH2:4][CH2:5][CH2:6]1. Given the reactants [CH:1]1([N:7]2[C:12]([OH:13])=[C:11]([C:14]([NH:16][CH2:17][C:18]([O:20]CC)=[O:19])=[O:15])[C:10](=[O:23])[NH:9][C:8]2=[O:24])[CH2:6][CH2:5][CH2:4][CH2:3][CH2:2]1.C(=O)([O-])[O-].[K+].[K+].[F:31][C:32]1[CH:33]=[C:34]([CH:37]=[CH:38][C:39]=1[F:40])[CH2:35]Br.Cl, predict the reaction product. (7) Given the reactants [CH3:1][C:2]1[C:6]([S:7]([N:10]2[CH2:20][CH2:19][C:13]3([C:17](=[O:18])[NH:16][CH2:15][CH2:14]3)[CH2:12][CH2:11]2)(=[O:9])=[O:8])=[C:5]([CH3:21])[O:4][N:3]=1.I[C:23]1[CH:28]=[CH:27][C:26]([C:29]([F:32])([F:31])[F:30])=[CH:25][CH:24]=1, predict the reaction product. The product is: [CH3:1][C:2]1[C:6]([S:7]([N:10]2[CH2:11][CH2:12][C:13]3([C:17](=[O:18])[N:16]([C:23]4[CH:28]=[CH:27][C:26]([C:29]([F:32])([F:31])[F:30])=[CH:25][CH:24]=4)[CH2:15][CH2:14]3)[CH2:19][CH2:20]2)(=[O:9])=[O:8])=[C:5]([CH3:21])[O:4][N:3]=1.